The task is: Predict the reaction yield, written as a fraction of the theoretical maximum amount of product (1.0 means a 100% yield; for example, 0.34 means a 34% yield).. This data is from Reaction yield outcomes from USPTO patents with 853,638 reactions. (1) The reactants are [CH3:1][O:2][C:3](=[O:20])[CH:4]([S:11]([C:14]1[CH:19]=[CH:18][CH:17]=[CH:16][CH:15]=1)(=[O:13])=[O:12])[CH:5]1[CH2:9][CH2:8][C:7](=[O:10])[CH2:6]1.[H-].[Na+].[CH3:23]I.O. The catalyst is CN(C=O)C. The product is [CH3:1][O:2][C:3](=[O:20])[C:4]([S:11]([C:14]1[CH:15]=[CH:16][CH:17]=[CH:18][CH:19]=1)(=[O:12])=[O:13])([CH:5]1[CH2:9][CH2:8][C:7](=[O:10])[CH2:6]1)[CH3:23]. The yield is 0.310. (2) The reactants are [CH2:1]([Mg]Br)[CH:2]=[CH2:3].[CH3:6][S:7]([N:10]1[CH2:15][CH2:14][C:13](=[O:16])[CH2:12][CH2:11]1)(=[O:9])=[O:8]. The catalyst is C1COCC1. The product is [CH2:3]([C:13]1([OH:16])[CH2:12][CH2:11][N:10]([S:7]([CH3:6])(=[O:9])=[O:8])[CH2:15][CH2:14]1)[CH:2]=[CH2:1]. The yield is 1.14. (3) The reactants are [N+:1]([C:4]1[CH:12]=[C:11]2[C:7]([C:8]([C:13]#[N:14])=[CH:9][NH:10]2)=[CH:6][CH:5]=1)([O-])=O. The catalyst is CCO.[Pd]. The product is [NH2:1][C:4]1[CH:12]=[C:11]2[C:7]([C:8]([C:13]#[N:14])=[CH:9][NH:10]2)=[CH:6][CH:5]=1. The yield is 0.980.